Dataset: Full USPTO retrosynthesis dataset with 1.9M reactions from patents (1976-2016). Task: Predict the reactants needed to synthesize the given product. (1) The reactants are: C([N:8]1[CH2:12][CH2:11][CH2:10][CH:9]1[CH2:13][O:14][C:15]1[CH:20]=[C:19]([C:21]([F:24])([F:23])[F:22])[CH:18]=[C:17]([N+:25]([O-:27])=[O:26])[CH:16]=1)(OC(C)(C)C)=O.C(O)(C(F)(F)F)=O. Given the product [N+:25]([C:17]1[CH:16]=[C:15]([CH:20]=[C:19]([C:21]([F:24])([F:22])[F:23])[CH:18]=1)[O:14][CH2:13][CH:9]1[CH2:10][CH2:11][CH2:12][NH:8]1)([O-:27])=[O:26], predict the reactants needed to synthesize it. (2) Given the product [F:19][C:2]([F:1])([F:20])[C:3]1[CH:4]=[CH:5][C:6]([O:7][C:8]2[CH:9]=[CH:10][C:11]([C:12]([NH:21][CH2:22][C:23]([OH:25])=[O:24])=[O:14])=[CH:15][CH:16]=2)=[CH:17][CH:18]=1, predict the reactants needed to synthesize it. The reactants are: [F:1][C:2]([F:20])([F:19])[C:3]1[CH:18]=[CH:17][C:6]([O:7][C:8]2[CH:16]=[CH:15][C:11]([C:12]([OH:14])=O)=[CH:10][CH:9]=2)=[CH:5][CH:4]=1.[NH2:21][CH2:22][C:23]([OH:25])=[O:24]. (3) Given the product [S:13]1[C:9]([C:5]2[CH:6]=[CH:7][C:8]([OH:30])=[CH:3][CH:4]=2)=[CH:10][N:11]=[C:12]1[C:14]1[CH:19]=[CH:18][C:17]([OH:20])=[CH:16][CH:15]=1, predict the reactants needed to synthesize it. The reactants are: CO[C:3]1[CH:4]=[C:5]([C:9]2[S:13][C:12]([C:14]3[CH:19]=[CH:18][C:17]([O:20]C)=[CH:16][CH:15]=3)=[N:11][CH:10]=2)[CH:6]=[CH:7][CH:8]=1.CCCCCC.C(OCC)(=[O:30])C. (4) Given the product [Br:1][C:2]1[CH:3]=[C:4]2[C:9](=[CH:10][CH:11]=1)[O:8][C:7](=[O:12])[CH:6]=[C:5]2[O:13][S:23]([C:22]([F:35])([F:34])[F:21])(=[O:25])=[O:24], predict the reactants needed to synthesize it. The reactants are: [Br:1][C:2]1[CH:3]=[C:4]2[C:9](=[CH:10][CH:11]=1)[O:8][C:7](=[O:12])[CH:6]=[C:5]2[OH:13].C(N(CC)CC)C.[F:21][C:22]([F:35])([F:34])[S:23](O[S:23]([C:22]([F:35])([F:34])[F:21])(=[O:25])=[O:24])(=[O:25])=[O:24].C(OCC)C. (5) The reactants are: NC1(C2C=CC(C3[C:13](=[O:36])C4C(OC=3C3C=CC=CC=3)=C(C3C(C)=NN(C)C=3C)N=CC=4)=CC=2)CCC1.C([C:39]1[C:44]([F:45])=[CH:43][CH:42]=[CH:41][C:40]=1[C:46]1[N:47]=[CH:48][CH:49]=[C:50]2[C:55](=[O:56])[C:54]([C:57]3[CH:62]=[CH:61][C:60]([C:63]4([NH:67]C(=O)OC(C)(C)C)[CH2:66][CH2:65][CH2:64]4)=[CH:59][CH:58]=3)=[C:53]([C:75]3[CH:80]=[CH:79][CH:78]=[CH:77][CH:76]=3)[O:52][C:51]=12)#N.Cl.S(=O)(=O)(O)[OH:83]. Given the product [NH2:67][C:63]1([C:60]2[CH:61]=[CH:62][C:57]([C:54]3[C:55](=[O:56])[C:50]4[C:51]([O:52][C:53]=3[C:75]3[CH:80]=[CH:79][CH:78]=[CH:77][CH:76]=3)=[C:46]([C:40]3[CH:41]=[CH:42][CH:43]=[C:44]([F:45])[C:39]=3[C:13]([OH:36])=[O:83])[N:47]=[CH:48][CH:49]=4)=[CH:58][CH:59]=2)[CH2:66][CH2:65][CH2:64]1, predict the reactants needed to synthesize it. (6) Given the product [CH2:1]([C:3]1[CH:4]=[CH:5][C:6]([C:7]2[O:9][CH2:33][C:32]([CH3:36])([CH3:35])[N:31]=2)=[CH:10][CH:11]=1)[CH3:2], predict the reactants needed to synthesize it. The reactants are: [CH2:1]([C:3]1[CH:11]=[CH:10][C:6]([C:7]([OH:9])=O)=[CH:5][CH:4]=1)[CH3:2].C1(P(C2C=CC=CC=2)C2C=CC=CC=2)C=CC=CC=1.[NH2:31][C:32]([CH3:36])([CH3:35])[CH2:33]O.C(N(CC)CC)C. (7) Given the product [CH:1]1([C:7]2[O:8][C:9]3[CH:15]=[C:14]([C:16]([N:52]4[CH2:55][CH:54]([OH:56])[CH2:53]4)=[O:18])[CH:13]=[CH:12][C:10]=3[N:11]=2)[CH2:2][CH2:3][CH2:4][CH2:5][CH2:6]1, predict the reactants needed to synthesize it. The reactants are: [CH:1]1([C:7]2[O:8][C:9]3[CH:15]=[C:14]([C:16]([OH:18])=O)[CH:13]=[CH:12][C:10]=3[N:11]=2)[CH2:6][CH2:5][CH2:4][CH2:3][CH2:2]1.CN(C(ON1N=NC2C=CC=CC1=2)=[N+](C)C)C.F[P-](F)(F)(F)(F)F.CCN(C(C)C)C(C)C.[NH:52]1[CH2:55][CH:54]([OH:56])[CH2:53]1. (8) The reactants are: [Cl:1][C:2]1[CH:7]=[CH:6][CH:5]=[C:4]([Cl:8])[C:3]=1[C:9](Cl)=[N:10][OH:11].[C:13]([C:15]1[CH:22]=[CH:21][C:18]([C:19]#[N:20])=[CH:17][CH:16]=1)#[CH:14]. Given the product [Cl:1][C:2]1[CH:7]=[CH:6][CH:5]=[C:4]([Cl:8])[C:3]=1[C:9]1[CH:14]=[C:13]([C:15]2[CH:22]=[CH:21][C:18]([C:19]#[N:20])=[CH:17][CH:16]=2)[O:11][N:10]=1, predict the reactants needed to synthesize it. (9) Given the product [NH2:1][CH2:2][CH:3]([NH:5][C:6](=[O:12])[O:7][C:8]([CH3:11])([CH3:10])[CH3:9])[CH3:4], predict the reactants needed to synthesize it. The reactants are: [NH2:1][C:2](=O)[CH:3]([NH:5][C:6](=[O:12])[O:7][C:8]([CH3:11])([CH3:10])[CH3:9])[CH3:4].B. (10) Given the product [Br:1][C:2]1[CH:3]=[C:4]2[C:8](=[CH:9][CH:10]=1)[N:7]([CH:11]1[CH2:16][CH2:15][CH2:14][CH2:13][CH2:12]1)[CH2:6][CH2:5]2, predict the reactants needed to synthesize it. The reactants are: [Br:1][C:2]1[CH:3]=[C:4]2[C:8](=[CH:9][CH:10]=1)[NH:7][CH2:6][CH2:5]2.[C:11]1(=O)[CH2:16][CH2:15][CH2:14][CH2:13][CH2:12]1.C([BH3-])#N.[Na+].